Dataset: Catalyst prediction with 721,799 reactions and 888 catalyst types from USPTO. Task: Predict which catalyst facilitates the given reaction. (1) Product: [CH3:8][O:7][C:5]([CH2:4][O:3][C:10]1[N:11]=[CH:12][C:13]([C:14]#[N:15])=[CH:16][CH:17]=1)=[O:6]. Reactant: [H-].[Na+].[OH:3][CH2:4][C:5]([O:7][CH3:8])=[O:6].Br[C:10]1[CH:17]=[CH:16][C:13]([C:14]#[N:15])=[CH:12][N:11]=1.CCOC(C)=O. The catalyst class is: 18. (2) Reactant: [CH3:1][S:2][C:3]1[N:8]=[C:7]2[NH:9][N:10]=[C:11]([C:12]3[CH:17]=[CH:16][CH:15]=[CH:14][CH:13]=3)[C:6]2=[CH:5][N:4]=1.C(=O)([O-])[O-].[K+].[K+].CS(C)=O.Br[CH2:29][C@H:30]1[CH2:35][CH2:34][C@H:33]([NH:36][C:37](=[O:43])[O:38][C:39]([CH3:42])([CH3:41])[CH3:40])[CH2:32][CH2:31]1. Product: [CH3:1][S:2][C:3]1[N:8]=[C:7]2[N:9]([CH2:29][C@H:30]3[CH2:31][CH2:32][C@H:33]([NH:36][C:37](=[O:43])[O:38][C:39]([CH3:42])([CH3:41])[CH3:40])[CH2:34][CH2:35]3)[N:10]=[C:11]([C:12]3[CH:13]=[CH:14][CH:15]=[CH:16][CH:17]=3)[C:6]2=[CH:5][N:4]=1. The catalyst class is: 20.